Regression/Classification. Given a drug SMILES string, predict its absorption, distribution, metabolism, or excretion properties. Task type varies by dataset: regression for continuous measurements (e.g., permeability, clearance, half-life) or binary classification for categorical outcomes (e.g., BBB penetration, CYP inhibition). Dataset: rlm. From a dataset of Rat liver microsome stability data. (1) The drug is CNCCC1CCC(CCc2cc(F)ccc2OC)O1. The result is 0 (unstable in rat liver microsomes). (2) The result is 0 (unstable in rat liver microsomes). The compound is O=C(O)[C@H]1C2CCC(CC2)[C@@H]1Nc1nc(-c2c[nH]c3ncc(F)cc23)ncc1F. (3) The molecule is Cn1c(=O)c(F)c(Nc2ccc(Br)cc2F)c2c(=O)n(C[C@@H](O)CO)cnc21. The result is 0 (unstable in rat liver microsomes). (4) The compound is CCCCN1CCC[C@H]1CNC(=O)c1cc(C#N)c2ccccc2c1OC. The result is 1 (stable in rat liver microsomes). (5) The drug is OCc1cccc(-c2cc(-c3cccnc3)c3cncn3c2)c1. The result is 1 (stable in rat liver microsomes). (6) The molecule is O=C(N[C@@H](Cn1ccnc1)c1ccc(-c2ccc(F)cc2)cc1Cl)c1ccc(-c2nnc(-c3ccccn3)o2)cc1. The result is 0 (unstable in rat liver microsomes). (7) The drug is CCc1nc2cc(Cl)ccn2c1C(=O)NCc1ccc2oc(C3CCCCC3)nc2c1. The result is 1 (stable in rat liver microsomes). (8) The compound is N[C@@H](CC(=O)N1CC(=O)Nc2cc(F)ccc2C1)[C@H]1CCc2cc(F)c(F)cc21. The result is 0 (unstable in rat liver microsomes). (9) The compound is CC(C)(C)c1ccc(S(=O)(=O)c2cnc(SCC(=O)Nc3ccc(F)c(Cl)c3)nc2O)cc1. The result is 1 (stable in rat liver microsomes). (10) The drug is O=C1Nc2ccccc2C1Cc1cc(Cl)c(O)c(Cl)c1. The result is 1 (stable in rat liver microsomes).